Dataset: Catalyst prediction with 721,799 reactions and 888 catalyst types from USPTO. Task: Predict which catalyst facilitates the given reaction. (1) Reactant: [C:1]([C:5]1[N:6]=[C:7]2[C:12]([C:13]#[N:14])=[C:11]([CH3:15])[C:10]([C:16]3[CH:21]=[CH:20][CH:19]=[CH:18][CH:17]=3)=[C:9](Cl)[N:8]2[CH:23]=1)([CH3:4])([CH3:3])[CH3:2].C(N(CC)CC)C.[NH:31]1[CH2:36][CH2:35][NH:34][CH2:33][CH2:32]1.O. Product: [C:1]([C:5]1[N:6]=[C:7]2[C:12]([C:13]#[N:14])=[C:11]([CH3:15])[C:10]([C:16]3[CH:21]=[CH:20][CH:19]=[CH:18][CH:17]=3)=[C:9]([N:31]3[CH2:36][CH2:35][NH:34][CH2:33][CH2:32]3)[N:8]2[CH:23]=1)([CH3:4])([CH3:3])[CH3:2]. The catalyst class is: 16. (2) Reactant: [C:1]1([N:7]2[C:12](=[O:13])[C:11]3[S:14][CH:15]=[C:16]([C:17]4[CH:22]=[CH:21][CH:20]=[CH:19][CH:18]=4)[C:10]=3[N:9]=[CH:8]2)[CH:6]=[CH:5][CH:4]=[CH:3][CH:2]=1.NC1C(C2C=CC=CC=2[F:35])=CSC=1C(OC)=O.C(O[CH2:48][CH3:49])(OCC)OCC.C(C1C=C(C=CC=1)N)=C. Product: [F:35][C:22]1[CH:21]=[CH:20][CH:19]=[CH:18][C:17]=1[C:16]1[C:10]2[N:9]=[CH:8][N:7]([C:1]3[CH:6]=[CH:5][CH:4]=[C:3]([CH:48]=[CH2:49])[CH:2]=3)[C:12](=[O:13])[C:11]=2[S:14][CH:15]=1. The catalyst class is: 15. (3) Reactant: [OH:1][CH:2]1[CH2:6][CH2:5][N:4]([C:7]([O:9][C:10]([CH3:13])([CH3:12])[CH3:11])=[O:8])[CH2:3]1.C(N(CC)CC)C.[CH3:21][S:22](Cl)(=[O:24])=[O:23]. Product: [CH3:21][S:22]([O:1][CH:2]1[CH2:6][CH2:5][N:4]([C:7]([O:9][C:10]([CH3:13])([CH3:12])[CH3:11])=[O:8])[CH2:3]1)(=[O:24])=[O:23]. The catalyst class is: 2. (4) Reactant: C1(C(C2C=CC=CC=2)[N:8]2[C:16]3[C:11](=[CH:12][CH:13]=[CH:14][CH:15]=3)[C@@:10]3([C:20]4=[CH:21][C:22]5[O:26][CH2:25][O:24][C:23]=5[CH:27]=[C:19]4[O:18][CH2:17]3)[C:9]2=[O:28])C=CC=CC=1.C([SiH](CC)CC)C. Product: [NH:8]1[C:16]2[C:11](=[CH:12][CH:13]=[CH:14][CH:15]=2)[C@@:10]2([C:20]3=[CH:21][C:22]4[O:26][CH2:25][O:24][C:23]=4[CH:27]=[C:19]3[O:18][CH2:17]2)[C:9]1=[O:28]. The catalyst class is: 55. (5) Reactant: [N:1]([CH2:4][CH2:5][C@@H:6]1[C:10]2[NH:11][C:12]([C:14]3[CH:15]=[CH:16][CH:17]=[C:18]4[C:23]=3[N:22]=[C:21]([NH:24][C:25]([CH3:28])([CH3:27])[CH3:26])[N:20]([CH3:29])[C:19]4=[O:30])=[CH:13][C:9]=2[C:8](=[O:31])[NH:7]1)=[N+]=[N-].CP(C)C. Product: [NH2:1][CH2:4][CH2:5][C@@H:6]1[C:10]2[NH:11][C:12]([C:14]3[CH:15]=[CH:16][CH:17]=[C:18]4[C:23]=3[N:22]=[C:21]([NH:24][C:25]([CH3:28])([CH3:26])[CH3:27])[N:20]([CH3:29])[C:19]4=[O:30])=[CH:13][C:9]=2[C:8](=[O:31])[NH:7]1. The catalyst class is: 20.